Dataset: Full USPTO retrosynthesis dataset with 1.9M reactions from patents (1976-2016). Task: Predict the reactants needed to synthesize the given product. (1) Given the product [OH:1][C:2]1[C:3]2[C:13]([C:14]3[S:15][C:16]([C:30]#[C:29][CH2:28][O:31][CH3:32])=[C:17]([CH3:19])[CH:18]=3)=[CH:12][S:11][C:4]=2[NH:5][C:6](=[O:10])[C:7]=1[C:8]#[N:9], predict the reactants needed to synthesize it. The reactants are: [OH:1][C:2]1[C:3]2[C:13]([C:14]3[S:15][C:16](I)=[C:17]([CH3:19])[CH:18]=3)=[CH:12][S:11][C:4]=2[NH:5][C:6](=[O:10])[C:7]=1[C:8]#[N:9].CCN(CC)CC.[CH2:28]([O:31][CH3:32])[C:29]#[CH:30]. (2) Given the product [NH2:8][CH2:9][CH2:10][CH2:11][C:12]1[C:13]([O:26][CH2:27][C:28]#[CH:29])=[CH:14][C:15]([C:16]([OH:18])=[O:17])=[CH:20][C:21]=1[O:22][CH2:23][C:24]#[CH:25], predict the reactants needed to synthesize it. The reactants are: C(OC([NH:8][CH2:9][CH2:10][CH2:11][C:12]1[C:21]([O:22][CH2:23][C:24]#[CH:25])=[CH:20][C:15]([C:16]([O:18]C)=[O:17])=[CH:14][C:13]=1[O:26][CH2:27][C:28]#[CH:29])=O)(C)(C)C.[OH-].[Na+]. (3) Given the product [Cl:32][C:11]1[N:10]=[C:9]([C:15]2[CH:20]=[CH:19][CH:18]=[CH:17][CH:16]=2)[C:8]([C:6]2[CH:7]=[CH:2][C:3](=[O:24])[N:4]([CH:21]([CH3:23])[CH3:22])[N:5]=2)=[CH:13][CH:12]=1, predict the reactants needed to synthesize it. The reactants are: C[C:2]1[C:3](=[O:24])[N:4]([CH:21]([CH3:23])[CH3:22])[N:5]=[C:6]([C:8]2[CH:13]=[CH:12][C:11](=O)[NH:10][C:9]=2[C:15]2[CH:20]=[CH:19][CH:18]=[CH:17][CH:16]=2)[CH:7]=1.N(CC)(CC)CC.[ClH:32].O.